From a dataset of Forward reaction prediction with 1.9M reactions from USPTO patents (1976-2016). Predict the product of the given reaction. (1) Given the reactants Cl.[Cl:2][C:3]1[CH:8]=[CH:7][C:6]([S:9]([N:12]2[CH2:17][CH2:16][NH:15][CH2:14][C@@H:13]2[CH3:18])(=[O:11])=[O:10])=[CH:5][CH:4]=1.C(N(CC)CC)C.[N:26]1[CH:31]=[CH:30][CH:29]=[CH:28][C:27]=1[C:32](Cl)=[O:33], predict the reaction product. The product is: [ClH:2].[Cl:2][C:3]1[CH:4]=[CH:5][C:6]([S:9]([N:12]2[CH2:17][CH2:16][N:15]([C:32]([C:27]3[CH:28]=[CH:29][CH:30]=[CH:31][N:26]=3)=[O:33])[CH2:14][C@@H:13]2[CH3:18])(=[O:10])=[O:11])=[CH:7][CH:8]=1. (2) Given the reactants [OH-].[Li+].[CH2:3]([NH:7][C:8]1[C:9]2[C:16]([C:17]3[CH:22]=[CH:21][CH:20]=[CH:19][CH:18]=3)=[C:15]([C:23]3[CH:32]=[CH:31][C:26]([C:27]([O:29]C)=[O:28])=[CH:25][CH:24]=3)[O:14][C:10]=2[N:11]=[CH:12][N:13]=1)[CH:4]([CH3:6])[CH3:5], predict the reaction product. The product is: [CH2:3]([NH:7][C:8]1[C:9]2[C:16]([C:17]3[CH:22]=[CH:21][CH:20]=[CH:19][CH:18]=3)=[C:15]([C:23]3[CH:24]=[CH:25][C:26]([C:27]([OH:29])=[O:28])=[CH:31][CH:32]=3)[O:14][C:10]=2[N:11]=[CH:12][N:13]=1)[CH:4]([CH3:6])[CH3:5].